This data is from TCR-epitope binding with 47,182 pairs between 192 epitopes and 23,139 TCRs. The task is: Binary Classification. Given a T-cell receptor sequence (or CDR3 region) and an epitope sequence, predict whether binding occurs between them. (1) The epitope is RISNCVADY. The TCR CDR3 sequence is CASSQVRGGRSNEKLFF. Result: 1 (the TCR binds to the epitope). (2) The epitope is MPASWVMRI. The TCR CDR3 sequence is RASSPRAHYGYTF. Result: 1 (the TCR binds to the epitope). (3) Result: 0 (the TCR does not bind to the epitope). The TCR CDR3 sequence is CASSQGDDLINQPQHF. The epitope is ALSKGVHFV.